From a dataset of Forward reaction prediction with 1.9M reactions from USPTO patents (1976-2016). Predict the product of the given reaction. (1) Given the reactants Cl[CH2:2][C@H:3]1[O:8][CH2:7][C@@H:6]([CH3:9])[N:5]([CH2:10][C:11]2[CH:16]=[CH:15][CH:14]=[CH:13][CH:12]=2)[CH2:4]1.[CH3:17][NH:18][CH3:19].C(O)C, predict the reaction product. The product is: [CH3:17][N:18]([CH2:2][C@@H:3]1[O:8][CH2:7][C@@H:6]([CH3:9])[N:5]([CH2:10][C:11]2[CH:16]=[CH:15][CH:14]=[CH:13][CH:12]=2)[CH2:4]1)[CH3:19]. (2) Given the reactants [Cl:1][C:2]1[CH:7]=[C:6]([F:8])[C:5]([N:9]2[C:14](=[O:15])[CH:13]=[C:12]([C:16]([F:19])([F:18])[F:17])[N:11]([CH3:20])[C:10]2=[O:21])=[C:4]([N+:22]([O-])=O)[C:3]=1[O:25][CH3:26].O, predict the reaction product. The product is: [NH2:22][C:4]1[C:3]([O:25][CH3:26])=[C:2]([Cl:1])[CH:7]=[C:6]([F:8])[C:5]=1[N:9]1[C:14](=[O:15])[CH:13]=[C:12]([C:16]([F:19])([F:18])[F:17])[N:11]([CH3:20])[C:10]1=[O:21]. (3) Given the reactants C(OCCCCCCC=C)(=O)C.O1C2CCC=CCCC12.[C:22]([O:25][CH2:26][CH2:27][CH2:28][CH2:29][CH2:30][CH2:31][CH2:32][CH2:33][CH2:34][CH2:35][CH:36]1O[CH:37]1[CH2:38][CH2:39][CH2:40][CH3:41])(=[O:24])[CH3:23].C[Si](C)(C)[Si](C)(C)C.C[O-].[K+], predict the reaction product. The product is: [C:22]([O:25][CH2:26][CH2:27][CH2:28][CH2:29][CH2:30][CH2:31][CH2:32][CH2:33][CH2:34][CH2:35]/[CH:36]=[CH:37]/[CH2:38][CH2:39][CH2:40][CH3:41])(=[O:24])[CH3:23]. (4) Given the reactants [Cl:1][C:2]1[N:7]=[C:6](Cl)[C:5]([N+:9]([O-:11])=[O:10])=[CH:4][N:3]=1.CCN(C(C)C)C(C)C.[CH:21]1([C:24]2[NH:28][N:27]=[C:26]([NH2:29])[CH:25]=2)[CH2:23][CH2:22]1, predict the reaction product. The product is: [Cl:1][C:2]1[N:7]=[C:6]([NH:29][C:26]2[CH:25]=[C:24]([CH:21]3[CH2:23][CH2:22]3)[NH:28][N:27]=2)[C:5]([N+:9]([O-:11])=[O:10])=[CH:4][N:3]=1. (5) Given the reactants [CH3:1][O-:2].[Na+].[CH:4]1[C:5]([C:26]([F:29])([F:28])[F:27])=[CH:6][C:7]([Cl:25])=[C:8]([N:11]2[N:15]=[C:14]([C:16]#[N:17])[C:13]([S+:18]([O-:23])[C:19]([F:22])([F:21])[F:20])=[C:12]2[NH2:24])[C:9]=1[Cl:10].C=O, predict the reaction product. The product is: [C:16]([C:14]1[C:13]([S:18]([C:19]([F:22])([F:20])[F:21])=[O:23])=[C:12]([NH:24][CH2:1][OH:2])[N:11]([C:8]2[C:7]([Cl:25])=[CH:6][C:5]([C:26]([F:27])([F:29])[F:28])=[CH:4][C:9]=2[Cl:10])[N:15]=1)#[N:17]. (6) Given the reactants [F:1][C:2]1[CH:7]=[CH:6][C:5]([F:8])=[CH:4][C:3]=1[C:9]([CH3:20])([CH3:19])[CH2:10][C:11]([C:15]([F:18])([F:17])[F:16])([OH:14])[CH2:12][OH:13].ClCCl.CS(C)=O.[Cl-].[NH4+], predict the reaction product. The product is: [F:1][C:2]1[CH:7]=[CH:6][C:5]([F:8])=[CH:4][C:3]=1[C:9]([CH3:20])([CH3:19])[CH2:10][C:11]([OH:14])([C:15]([F:16])([F:17])[F:18])[CH:12]=[O:13]. (7) Given the reactants Cl[C:2]1[N:7]=[C:6]([C:8]2[CH:9]=[C:10]([CH:19]=[CH:20][CH:21]=2)[CH2:11][NH:12][C:13]2[CH:14]=[N:15][CH:16]=[CH:17][CH:18]=2)[CH:5]=[CH:4][N:3]=1.[NH2:22][CH2:23][CH2:24][C:25]1[CH:30]=[CH:29][C:28]([OH:31])=[CH:27][CH:26]=1, predict the reaction product. The product is: [N:15]1[CH:16]=[CH:17][CH:18]=[C:13]([NH:12][CH2:11][C:10]2[CH:9]=[C:8]([C:6]3[CH:5]=[CH:4][N:3]=[C:2]([NH:22][CH2:23][CH2:24][C:25]4[CH:30]=[CH:29][C:28]([OH:31])=[CH:27][CH:26]=4)[N:7]=3)[CH:21]=[CH:20][CH:19]=2)[CH:14]=1. (8) Given the reactants [Cl:1][C:2]1[CH:10]=[CH:9][C:5]([C:6]([OH:8])=O)=[CH:4][C:3]=1[NH:11][C:12]([C:14]1[C:15](=[O:26])[NH:16][C:17]2[C:22]([CH:23]=1)=[CH:21][N:20]=[C:19]([O:24][CH3:25])[CH:18]=2)=[O:13].[C:27]([O:31][C:32](=[O:44])[NH:33][CH2:34][CH:35]([NH2:43])[C:36]1[CH:41]=[CH:40][CH:39]=[C:38]([Cl:42])[CH:37]=1)([CH3:30])([CH3:29])[CH3:28], predict the reaction product. The product is: [C:27]([O:31][C:32](=[O:44])[NH:33][CH2:34][CH:35]([NH:43][C:6](=[O:8])[C:5]1[CH:9]=[CH:10][C:2]([Cl:1])=[C:3]([NH:11][C:12]([C:14]2[C:15](=[O:26])[NH:16][C:17]3[C:22]([CH:23]=2)=[CH:21][N:20]=[C:19]([O:24][CH3:25])[CH:18]=3)=[O:13])[CH:4]=1)[C:36]1[CH:41]=[CH:40][CH:39]=[C:38]([Cl:42])[CH:37]=1)([CH3:30])([CH3:28])[CH3:29].